From a dataset of Full USPTO retrosynthesis dataset with 1.9M reactions from patents (1976-2016). Predict the reactants needed to synthesize the given product. (1) Given the product [CH3:14][O:13][C:7]1[CH:6]=[C:5]([CH:3]2[CH2:2][O:4]2)[N:10]=[CH:9][C:8]=1[C:11]#[N:12], predict the reactants needed to synthesize it. The reactants are: Br[CH2:2][CH:3]([C:5]1[N:10]=[CH:9][C:8]([C:11]#[N:12])=[C:7]([O:13][CH3:14])[CH:6]=1)[OH:4].C(=O)([O-])[O-].[Na+].[Na+]. (2) Given the product [Cl:1][C:2]1[C:3]([NH:25][C:26]2[CH:31]=[CH:30][CH:29]=[CH:28][C:27]=2[S:32]([NH:33][CH3:34])(=[O:36])=[O:35])=[N:4][C:5]([NH:8][C:9]2[CH:24]=[CH:23][C:12]3[N:13]([CH2:19][C:20]([N:41]4[CH2:42][CH2:43][N:38]([CH3:37])[CH2:39][CH2:40]4)=[O:21])[C:14](=[O:18])[CH2:15][CH2:16][CH2:17][C:11]=3[CH:10]=2)=[N:6][CH:7]=1, predict the reactants needed to synthesize it. The reactants are: [Cl:1][C:2]1[C:3]([NH:25][C:26]2[CH:31]=[CH:30][CH:29]=[CH:28][C:27]=2[S:32](=[O:36])(=[O:35])[NH:33][CH3:34])=[N:4][C:5]([NH:8][C:9]2[CH:24]=[CH:23][C:12]3[N:13]([CH2:19][C:20](O)=[O:21])[C:14](=[O:18])[CH2:15][CH2:16][CH2:17][C:11]=3[CH:10]=2)=[N:6][CH:7]=1.[CH3:37][N:38]1[CH2:43][CH2:42][NH:41][CH2:40][CH2:39]1.Cl.CN(C)CCCN=C=NCC.CN1CCOCC1.OC1C2N=NNC=2C=CC=1. (3) Given the product [CH:1]1([C:4]2[C:11]([C:36]3[CH:37]=[C:38]([CH:42]=[CH2:43])[N:39]=[N:40][CH:41]=3)=[CH:10][C:7]([C:8]#[N:9])=[C:6]([N:21]3[CH2:26][CH2:25][N:24]([C:27](=[O:31])[CH2:28][CH2:29][OH:30])[C@H:23]([CH:32]4[CH2:34][CH2:33]4)[CH2:22]3)[N:5]=2)[CH2:2][CH2:3]1, predict the reactants needed to synthesize it. The reactants are: [CH:1]1([C:4]2[C:11](B3OC(C)(C)C(C)(C)O3)=[CH:10][C:7]([C:8]#[N:9])=[C:6]([N:21]3[CH2:26][CH2:25][N:24]([C:27](=[O:31])[CH2:28][CH2:29][OH:30])[C@H:23]([CH:32]4[CH2:34][CH2:33]4)[CH2:22]3)[N:5]=2)[CH2:3][CH2:2]1.Cl[C:36]1[CH:37]=[C:38]([CH:42]=[CH2:43])[N:39]=[N:40][CH:41]=1.[F-].[Cs+]. (4) Given the product [CH2:1]([NH:3][C:4]1[N:5]([CH2:22][CH:23]([CH3:25])[CH3:24])[C:6]2[C:11]([CH3:12])=[C:10]([CH3:13])[N:9]=[C:8]([NH2:26])[C:7]=2[N:21]=1)[CH3:2], predict the reactants needed to synthesize it. The reactants are: [CH2:1]([NH:3][C:4]1[N:5]([CH2:22][CH:23]([CH3:25])[CH3:24])[C:6]2[C:11]([CH3:12])=[C:10]([CH3:13])[N:9]=[C:8](OC3C=CC=CC=3)[C:7]=2[N:21]=1)[CH3:2].[NH3:26]. (5) Given the product [C:1]([O:5][C:6](=[O:30])[N:7]([CH2:9][CH:10]1[CH2:19][C:18]([OH:20])([CH3:31])[C:17]2[C:12](=[CH:13][C:14]([S:21]([C:24]3[CH:29]=[CH:28][CH:27]=[CH:26][CH:25]=3)(=[O:23])=[O:22])=[CH:15][CH:16]=2)[O:11]1)[CH3:8])([CH3:4])([CH3:2])[CH3:3], predict the reactants needed to synthesize it. The reactants are: [C:1]([O:5][C:6](=[O:30])[N:7]([CH2:9][CH:10]1[CH2:19][C:18](=[O:20])[C:17]2[C:12](=[CH:13][C:14]([S:21]([C:24]3[CH:29]=[CH:28][CH:27]=[CH:26][CH:25]=3)(=[O:23])=[O:22])=[CH:15][CH:16]=2)[O:11]1)[CH3:8])([CH3:4])([CH3:3])[CH3:2].[CH3:31][Mg]Cl. (6) The reactants are: Cl[C:2]1[C:7]([C:8]2[CH:13]=[CH:12][CH:11]=[CH:10][CH:9]=2)=[CH:6][N:5]2[N:14]=[C:15]([CH3:17])[CH:16]=[C:4]2[N:3]=1.[CH:18]([C:20]1[CH:25]=[CH:24][C:23](B(O)O)=[CH:22][CH:21]=1)=[O:19].C(=O)([O-])[O-].[Na+].[Na+]. Given the product [CH3:17][C:15]1[CH:16]=[C:4]2[N:3]=[C:2]([C:23]3[CH:24]=[CH:25][C:20]([CH:18]=[O:19])=[CH:21][CH:22]=3)[C:7]([C:8]3[CH:13]=[CH:12][CH:11]=[CH:10][CH:9]=3)=[CH:6][N:5]2[N:14]=1, predict the reactants needed to synthesize it.